This data is from Full USPTO retrosynthesis dataset with 1.9M reactions from patents (1976-2016). The task is: Predict the reactants needed to synthesize the given product. Given the product [NH2:25][C:24]1[CH:26]=[CH:27][C:21]([C:2]2[CH:3]=[C:4]3[C:9](=[CH:10][CH:11]=2)[NH:8][C:7](=[O:12])[CH2:6][CH2:5]3)=[CH:22][CH:23]=1, predict the reactants needed to synthesize it. The reactants are: Br[C:2]1[CH:3]=[C:4]2[C:9](=[CH:10][CH:11]=1)[NH:8][C:7](=[O:12])[CH2:6][CH2:5]2.CC1(C)C(C)(C)OB([C:21]2[CH:27]=[CH:26][C:24]([NH2:25])=[CH:23][CH:22]=2)O1.C(=O)([O-])[O-].[Na+].[Na+].